Dataset: Full USPTO retrosynthesis dataset with 1.9M reactions from patents (1976-2016). Task: Predict the reactants needed to synthesize the given product. (1) The reactants are: COC1C=C[C:6]([CH2:7][N:8]2[C:16]3[C:11](=[CH:12][CH:13]=[C:14]([N:17]4[CH2:22][CH2:21][N:20]([CH3:23])[CH2:19][CH2:18]4)[CH:15]=3)[C:10](CC)=[N:9]2)=CC=1.O.C(Cl)Cl.CO. Given the product [CH2:7]([N:8]1[C:16]2[C:11](=[CH:12][CH:13]=[C:14]([N:17]3[CH2:18][CH2:19][N:20]([CH3:23])[CH2:21][CH2:22]3)[CH:15]=2)[CH:10]=[N:9]1)[CH3:6], predict the reactants needed to synthesize it. (2) Given the product [I:37][C:6]1[CH:7]=[C:8]2[CH:28]=[CH:27][CH:26]=[CH:25][C:9]2=[C:10]2[C:18]=1[C:17]1[C:12](=[CH:13][CH:14]=[CH:15][CH:16]=1)[CH:11]2[C:19]1[CH:24]=[CH:23][CH:22]=[CH:21][CH:20]=1, predict the reactants needed to synthesize it. The reactants are: C([Sn](CCCC)(CCCC)[C:6]1[CH:7]=[C:8]2[CH:28]=[CH:27][CH:26]=[CH:25][C:9]2=[C:10]2[C:18]=1[C:17]1[C:12](=[CH:13][CH:14]=[CH:15][CH:16]=1)[CH:11]2[C:19]1[CH:24]=[CH:23][CH:22]=[CH:21][CH:20]=1)CCC.[I:37]I. (3) Given the product [F:1][C:2]1[C:7]([C:8]2[CH:13]=[CH:12][CH:11]=[C:10]([CH3:14])[CH:9]=2)=[C:6]([C:15]([C@@H:23]2[O:28][CH2:27][CH2:26][N:25]([C:29]([O:31][C:32]([CH3:35])([CH3:34])[CH3:33])=[O:30])[CH2:24]2)=[CH:16][CH2:17][CH2:18][CH2:19][O:20][CH3:21])[CH:5]=[CH:4][CH:3]=1, predict the reactants needed to synthesize it. The reactants are: [F:1][C:2]1[C:7]([C:8]2[CH:13]=[CH:12][CH:11]=[C:10]([CH3:14])[CH:9]=2)=[C:6]([C@:15]([C@@H:23]2[O:28][CH2:27][CH2:26][N:25]([C:29]([O:31][C:32]([CH3:35])([CH3:34])[CH3:33])=[O:30])[CH2:24]2)(O)[CH2:16][CH2:17][CH2:18][CH2:19][O:20][CH3:21])[CH:5]=[CH:4][CH:3]=1.CC[N+](S(N=C(OC)[O-])(=O)=O)(CC)CC.